From a dataset of Reaction yield outcomes from USPTO patents with 853,638 reactions. Predict the reaction yield, written as a fraction of the theoretical maximum amount of product (1.0 means a 100% yield; for example, 0.34 means a 34% yield). (1) The reactants are [Cl:1][C:2]1[C:3]([O:29][C:30]2[CH:35]=[CH:34][C:33]([C:36]3[CH:41]=[CH:40][CH:39]=[C:38]([C:42]#[N:43])[CH:37]=3)=[CH:32][C:31]=2[C:44]2[CH:49]=[CH:48][N:47]=[N:46][CH:45]=2)=[CH:4][C:5]([F:28])=[C:6]([S:8]([N:11](CC2C=CC(OC)=CC=2OC)[C:12]2[S:13][CH:14]=[N:15][N:16]=2)(=[O:10])=[O:9])[CH:7]=1.Cl. The catalyst is CO.O1CCOCC1. The product is [Cl:1][C:2]1[C:3]([O:29][C:30]2[CH:35]=[CH:34][C:33]([C:36]3[CH:41]=[CH:40][CH:39]=[C:38]([C:42]#[N:43])[CH:37]=3)=[CH:32][C:31]=2[C:44]2[CH:49]=[CH:48][N:47]=[N:46][CH:45]=2)=[CH:4][C:5]([F:28])=[C:6]([S:8]([NH:11][C:12]2[S:13][CH:14]=[N:15][N:16]=2)(=[O:9])=[O:10])[CH:7]=1. The yield is 0.700. (2) The reactants are [OH-].[K+].[Cl:3][C:4]1[C:9]([O:10][CH3:11])=[CH:8][C:7]([O:12][CH3:13])=[CH:6][C:5]=1[NH:14]C(=O)C. The catalyst is CCO.O. The product is [Cl:3][C:4]1[C:9]([O:10][CH3:11])=[CH:8][C:7]([O:12][CH3:13])=[CH:6][C:5]=1[NH2:14]. The yield is 0.820. (3) The reactants are [Cl:1][C:2]1[N:3]([C@@H:19]2[O:25][C@H:24]([CH2:26][O:27]C(=O)C)[C@@H:22]([OH:23])[C@H:20]2[OH:21])[C:4]2[C:9]([C:10]=1[C:11](=[O:16])[C:12]([F:15])([F:14])[F:13])=[CH:8][C:7]([Cl:17])=[C:6]([Cl:18])[CH:5]=2.C[O-].[Na+]. The catalyst is CO.CO.C(Cl)(Cl)Cl. The product is [Cl:1][C:2]1[N:3]([C@@H:19]2[O:25][C@H:24]([CH2:26][OH:27])[C@@H:22]([OH:23])[C@H:20]2[OH:21])[C:4]2[C:9]([C:10]=1[C:11](=[O:16])[C:12]([F:13])([F:14])[F:15])=[CH:8][C:7]([Cl:17])=[C:6]([Cl:18])[CH:5]=2. The yield is 0.560. (4) The catalyst is N.CO. The product is [CH2:1]([C@H:8]1[CH2:13][N:12]([C:14]2[CH:19]=[CH:18][C:17]([O:20][CH3:21])=[C:16]([O:22][CH:23]3[CH2:24][CH2:25][CH2:26][CH2:27]3)[CH:15]=2)[CH2:11][CH2:10][N:9]1[C:28]([C:30]1([C:33]([NH2:38])=[O:35])[CH2:31][CH2:32]1)=[O:29])[C:2]1[CH:3]=[CH:4][CH:5]=[CH:6][CH:7]=1. The yield is 0.220. The reactants are [CH2:1]([C@H:8]1[CH2:13][N:12]([C:14]2[CH:19]=[CH:18][C:17]([O:20][CH3:21])=[C:16]([O:22][CH:23]3[CH2:27][CH2:26][CH2:25][CH2:24]3)[CH:15]=2)[CH2:11][CH2:10][N:9]1[C:28]([C:30]1([C:33]([O:35]C)=O)[CH2:32][CH2:31]1)=[O:29])[C:2]1[CH:7]=[CH:6][CH:5]=[CH:4][CH:3]=1.[C-]#[N:38].[Na+]. (5) The reactants are [Cl:1][C:2]1[CH:3]=[C:4]([NH:9][C:10]2[N:14]=[C:13]([NH2:15])[NH:12][N:11]=2)[CH:5]=[C:6]([Cl:8])[CH:7]=1.ClC1C=C(N=C=S)C=C(Cl)C=1C#N.[F:29][C:30]([F:40])([F:39])[C:31]1[CH:32]=[C:33]([CH:36]=[CH:37][CH:38]=1)[CH:34]=O.[BH4-].[Na+]. The catalyst is CO.O. The product is [Cl:1][C:2]1[CH:3]=[C:4]([NH:9][C:10]2[N:14]=[C:13]([NH:15][CH2:34][C:33]3[CH:36]=[CH:37][CH:38]=[C:31]([C:30]([F:29])([F:39])[F:40])[CH:32]=3)[NH:12][N:11]=2)[CH:5]=[C:6]([Cl:8])[CH:7]=1. The yield is 0.460. (6) The reactants are [CH3:1][O:2][C:3]1[CH:37]=[CH:36][C:6]([CH2:7][N:8]2[C:12]3[N:13]=[CH:14][CH:15]=[C:16]([N:17]([C:26]4[CH:31]=[CH:30][C:29]([N+:32]([O-])=O)=[CH:28][C:27]=4[F:35])[CH2:18][CH2:19][N:20]4[CH2:25][CH2:24][O:23][CH2:22][CH2:21]4)[C:11]=3[CH:10]=[N:9]2)=[CH:5][CH:4]=1. The catalyst is CCO. The product is [CH3:1][O:2][C:3]1[CH:4]=[CH:5][C:6]([CH2:7][N:8]2[C:12]3=[N:13][CH:14]=[CH:15][C:16]([N:17]([CH2:18][CH2:19][N:20]4[CH2:25][CH2:24][O:23][CH2:22][CH2:21]4)[C:26]4[CH:31]=[CH:30][C:29]([NH2:32])=[CH:28][C:27]=4[F:35])=[C:11]3[CH:10]=[N:9]2)=[CH:36][CH:37]=1. The yield is 0.920. (7) The reactants are [Br:1][C:2]1[CH:3]=[N:4][C:5]([CH3:19])=[C:6]([CH:18]=1)[C:7]([NH:9][C:10]1[CH:15]=[CH:14][C:13]([F:16])=[CH:12][C:11]=1[F:17])=[O:8].[C:20]([O-])([O-])=O.[K+].[K+].CI. No catalyst specified. The product is [Br:1][C:2]1[CH:3]=[N:4][C:5]([CH3:19])=[C:6]([CH:18]=1)[C:7]([N:9]([C:10]1[CH:15]=[CH:14][C:13]([F:16])=[CH:12][C:11]=1[F:17])[CH3:20])=[O:8]. The yield is 0.452. (8) The product is [Br:1][C:2]1[S:6][C:5]2[C:7](=[O:8])[CH:9]([C:10]([O:12][CH3:13])=[O:11])[CH:14]([C:15]3[CH:20]=[CH:19][C:18]([Cl:21])=[C:17]([Cl:22])[CH:16]=3)[C:4]=2[CH:3]=1. The yield is 0.813. The reactants are [Br:1][C:2]1[S:6][C:5]([C:7](/[C:9](=[CH:14]/[C:15]2[CH:20]=[CH:19][C:18]([Cl:21])=[C:17]([Cl:22])[CH:16]=2)/[C:10]([O:12][CH3:13])=[O:11])=[O:8])=[CH:4][CH:3]=1.[Cl-].[Cl-].[Cl-].[Al+3].O. The catalyst is ClCCCl. (9) The reactants are [CH2:1]([O:3][C:4]1[CH:13]=[C:12]([CH:14]=O)[CH:11]=[C:10]([N+:16]([O-:18])=[O:17])[C:5]=1[C:6]([O:8][CH3:9])=[O:7])[CH3:2].[C:19]1([C:25](=O)[CH2:26][C:27]2[CH:32]=[CH:31][CH:30]=[CH:29][CH:28]=2)[CH:24]=[CH:23][CH:22]=[CH:21][CH:20]=1.[NH2:34][C:35]([NH2:37])=[O:36].Cl. The catalyst is C(O)C. The product is [CH2:1]([O:3][C:4]1[CH:13]=[C:12]([CH:14]2[C:26]([C:27]3[CH:32]=[CH:31][CH:30]=[CH:29][CH:28]=3)=[C:25]([C:19]3[CH:24]=[CH:23][CH:22]=[CH:21][CH:20]=3)[NH:37][C:35](=[O:36])[NH:34]2)[CH:11]=[C:10]([N+:16]([O-:18])=[O:17])[C:5]=1[C:6]([O:8][CH3:9])=[O:7])[CH3:2]. The yield is 0.580. (10) The reactants are [NH:1]1[C:9]2[C:4](=[C:5]([N:10]3[CH2:15][CH2:14][N:13]([C:16](=O)[C@H:17]([NH:25][CH:26]=O)[CH2:18][C:19]4[CH:24]=[CH:23][CH:22]=[CH:21][N:20]=4)[CH2:12][CH2:11]3)[CH:6]=[CH:7][CH:8]=2)[CH:3]=[CH:2]1.B(F)(F)F.CCOCC.B.C1COCC1.Cl. The catalyst is C1COCC1. The product is [NH:1]1[C:9]2[C:4](=[C:5]([N:10]3[CH2:15][CH2:14][N:13]([CH2:16][C@H:17]([NH:25][CH3:26])[CH2:18][C:19]4[CH:24]=[CH:23][CH:22]=[CH:21][N:20]=4)[CH2:12][CH2:11]3)[CH:6]=[CH:7][CH:8]=2)[CH:3]=[CH:2]1. The yield is 0.170.